This data is from Catalyst prediction with 721,799 reactions and 888 catalyst types from USPTO. The task is: Predict which catalyst facilitates the given reaction. (1) Reactant: Br[C:2]1[CH:7]=[C:6]([CH2:8][CH3:9])[CH:5]=[CH:4][C:3]=1[O:10][CH3:11].[C:12]1(B(O)O)[CH:17]=[CH:16][CH:15]=[CH:14][CH:13]=1.C(=O)([O-])[O-].[Na+].[Na+]. Product: [CH2:8]([C:6]1[CH:5]=[CH:4][C:3]([O:10][CH3:11])=[C:2]([C:12]2[CH:17]=[CH:16][CH:15]=[CH:14][CH:13]=2)[CH:7]=1)[CH3:9]. The catalyst class is: 762. (2) Reactant: [Br:1][C:2]1[C:7]([F:8])=[CH:6][CH:5]=[C:4]([N+:9]([O-])=O)[C:3]=1[NH:12][C:13]1[CH:18]=[CH:17][CH:16]=[CH:15][CH:14]=1.[NH4+].[Cl-]. Product: [Br:1][C:2]1[C:7]([F:8])=[CH:6][CH:5]=[C:4]([NH2:9])[C:3]=1[NH:12][C:13]1[CH:18]=[CH:17][CH:16]=[CH:15][CH:14]=1. The catalyst class is: 406. (3) Reactant: [CH2:1]([N:7]1[CH2:12][CH2:11][CH:10]([NH2:13])[CH2:9][CH2:8]1)[CH2:2][CH2:3][CH2:4][CH2:5][CH3:6].C(N(CC)CC)C.C1CN([P+](ON2N=NC3C=CC=CC2=3)(N2CCCC2)N2CCCC2)CC1.F[P-](F)(F)(F)(F)F.[C:54]([O:58][C:59](=[O:79])[CH2:60][C:61]1([C:76](O)=[O:77])[CH:65]([CH3:66])[CH2:64][N:63]([CH2:67][C:68]2[C:73]([Cl:74])=[CH:72][CH:71]=[CH:70][C:69]=2[Cl:75])[CH2:62]1)([CH3:57])([CH3:56])[CH3:55]. Product: [Cl:75][C:69]1[CH:70]=[CH:71][CH:72]=[C:73]([Cl:74])[C:68]=1[CH2:67][N:63]1[CH2:64][C@@H:65]([CH3:66])[C@@:61]([CH2:60][C:59]([O:58][C:54]([CH3:55])([CH3:57])[CH3:56])=[O:79])([C:76](=[O:77])[NH:13][CH:10]2[CH2:9][CH2:8][N:7]([CH2:1][CH2:2][CH2:3][CH2:4][CH2:5][CH3:6])[CH2:12][CH2:11]2)[CH2:62]1. The catalyst class is: 145. (4) Reactant: [CH2:1]([CH:3]([C:6]1[C:7]2[N:8]([C:13]([C:17]3[C:18]4[CH:26]=[CH:25][CH:24]=[C:23]([C:27]([CH3:29])=[CH2:28])[C:19]=4[S:20][C:21]=3[CH3:22])=[C:14]([CH3:16])[N:15]=2)[N:9]=[C:10]([CH3:12])[CH:11]=1)[CH2:4][CH3:5])[CH3:2].[Zn](CC)[CH2:31]C.ClCI. Product: [CH2:1]([CH:3]([C:6]1[C:7]2[N:8]([C:13]([C:17]3[C:18]4[CH:26]=[CH:25][CH:24]=[C:23]([C:27]5([CH3:31])[CH2:29][CH2:28]5)[C:19]=4[S:20][C:21]=3[CH3:22])=[C:14]([CH3:16])[N:15]=2)[N:9]=[C:10]([CH3:12])[CH:11]=1)[CH2:4][CH3:5])[CH3:2]. The catalyst class is: 2.